From a dataset of NCI-60 drug combinations with 297,098 pairs across 59 cell lines. Regression. Given two drug SMILES strings and cell line genomic features, predict the synergy score measuring deviation from expected non-interaction effect. (1) Drug 1: C1CC(=O)NC(=O)C1N2CC3=C(C2=O)C=CC=C3N. Drug 2: CCC1(CC2CC(C3=C(CCN(C2)C1)C4=CC=CC=C4N3)(C5=C(C=C6C(=C5)C78CCN9C7C(C=CC9)(C(C(C8N6C=O)(C(=O)OC)O)OC(=O)C)CC)OC)C(=O)OC)O.OS(=O)(=O)O. Cell line: M14. Synergy scores: CSS=-0.320, Synergy_ZIP=0.435, Synergy_Bliss=-0.646, Synergy_Loewe=-1.06, Synergy_HSA=-1.40. (2) Drug 1: CCC1=CC2CC(C3=C(CN(C2)C1)C4=CC=CC=C4N3)(C5=C(C=C6C(=C5)C78CCN9C7C(C=CC9)(C(C(C8N6C)(C(=O)OC)O)OC(=O)C)CC)OC)C(=O)OC.C(C(C(=O)O)O)(C(=O)O)O. Drug 2: CC1CCCC2(C(O2)CC(NC(=O)CC(C(C(=O)C(C1O)C)(C)C)O)C(=CC3=CSC(=N3)C)C)C. Cell line: HOP-62. Synergy scores: CSS=10.5, Synergy_ZIP=-9.66, Synergy_Bliss=-5.11, Synergy_Loewe=-5.84, Synergy_HSA=-5.27. (3) Drug 1: CC1=CC2C(CCC3(C2CCC3(C(=O)C)OC(=O)C)C)C4(C1=CC(=O)CC4)C. Drug 2: CN(C(=O)NC(C=O)C(C(C(CO)O)O)O)N=O. Cell line: NCIH23. Synergy scores: CSS=-6.33, Synergy_ZIP=0.487, Synergy_Bliss=-4.03, Synergy_Loewe=-5.82, Synergy_HSA=-6.57. (4) Drug 2: C1=NC(=NC(=O)N1C2C(C(C(O2)CO)O)O)N. Drug 1: CS(=O)(=O)C1=CC(=C(C=C1)C(=O)NC2=CC(=C(C=C2)Cl)C3=CC=CC=N3)Cl. Synergy scores: CSS=23.7, Synergy_ZIP=-3.24, Synergy_Bliss=1.76, Synergy_Loewe=2.76, Synergy_HSA=4.51. Cell line: RXF 393. (5) Drug 1: CS(=O)(=O)C1=CC(=C(C=C1)C(=O)NC2=CC(=C(C=C2)Cl)C3=CC=CC=N3)Cl. Drug 2: CC(C)NC(=O)C1=CC=C(C=C1)CNNC.Cl. Cell line: HL-60(TB). Synergy scores: CSS=1.08, Synergy_ZIP=-0.269, Synergy_Bliss=-4.06, Synergy_Loewe=-12.0, Synergy_HSA=-10.7. (6) Drug 1: CCC1=CC2CC(C3=C(CN(C2)C1)C4=CC=CC=C4N3)(C5=C(C=C6C(=C5)C78CCN9C7C(C=CC9)(C(C(C8N6C)(C(=O)OC)O)OC(=O)C)CC)OC)C(=O)OC.C(C(C(=O)O)O)(C(=O)O)O. Drug 2: COC1=NC(=NC2=C1N=CN2C3C(C(C(O3)CO)O)O)N. Cell line: SR. Synergy scores: CSS=64.3, Synergy_ZIP=5.23, Synergy_Bliss=5.06, Synergy_Loewe=-25.8, Synergy_HSA=4.16. (7) Drug 1: CC1=C(C=C(C=C1)NC2=NC=CC(=N2)N(C)C3=CC4=NN(C(=C4C=C3)C)C)S(=O)(=O)N.Cl. Drug 2: C1=CC(=CC=C1CCC2=CNC3=C2C(=O)NC(=N3)N)C(=O)NC(CCC(=O)O)C(=O)O. Cell line: NCI-H322M. Synergy scores: CSS=2.27, Synergy_ZIP=-1.94, Synergy_Bliss=-5.44, Synergy_Loewe=-20.3, Synergy_HSA=-7.12.